This data is from HIV replication inhibition screening data with 41,000+ compounds from the AIDS Antiviral Screen. The task is: Binary Classification. Given a drug SMILES string, predict its activity (active/inactive) in a high-throughput screening assay against a specified biological target. (1) The drug is O[Co-2]12[OH+]c3ccc[n+]1c3C=[N+]2c1ccccc1. The result is 0 (inactive). (2) The molecule is Cc1nc2ccccc2c(=O)n1CC(=O)O. The result is 0 (inactive). (3) The drug is CCCCCCCCCCCCOC(=S)NC. The result is 0 (inactive).